From a dataset of Catalyst prediction with 721,799 reactions and 888 catalyst types from USPTO. Predict which catalyst facilitates the given reaction. (1) Reactant: [CH3:1][C:2]1[N:3]=[C:4]([C:7]2[CH:11]=[C:10]([C:12]3[CH:17]=[CH:16][C:15]([O:18][C:19]([F:22])([F:21])[F:20])=[CH:14][CH:13]=3)[O:9][N:8]=2)[NH:5][N:6]=1.C([O-])([O-])=O.[K+].[K+].[Cl:29][C:30]1[CH:35]=[C:34]([CH2:36]Cl)[CH:33]=[CH:32][N:31]=1. Product: [Cl:29][C:30]1[CH:35]=[C:34]([CH2:36][N:6]2[C:2]([CH3:1])=[N:3][C:4]([C:7]3[CH:11]=[C:10]([C:12]4[CH:13]=[CH:14][C:15]([O:18][C:19]([F:22])([F:20])[F:21])=[CH:16][CH:17]=4)[O:9][N:8]=3)=[N:5]2)[CH:33]=[CH:32][N:31]=1. The catalyst class is: 18. (2) Reactant: [OH:1][C:2]1[C:3]([CH3:19])=[C:4]2[C:9](=[CH:10][CH:11]=1)[CH2:8][N:7]([C:12]([O:14][C:15]([CH3:18])([CH3:17])[CH3:16])=[O:13])[CH2:6][CH2:5]2.[S:20](O[S:20]([C:23]([F:26])([F:25])[F:24])(=[O:22])=[O:21])([C:23]([F:26])([F:25])[F:24])(=[O:22])=[O:21].C(OCC)(=O)C.O. Product: [CH3:19][C:3]1[C:2]([O:1][S:20]([C:23]([F:26])([F:25])[F:24])(=[O:22])=[O:21])=[CH:11][CH:10]=[C:9]2[C:4]=1[CH2:5][CH2:6][N:7]([C:12]([O:14][C:15]([CH3:16])([CH3:18])[CH3:17])=[O:13])[CH2:8]2. The catalyst class is: 17.